Dataset: Reaction yield outcomes from USPTO patents with 853,638 reactions. Task: Predict the reaction yield, written as a fraction of the theoretical maximum amount of product (1.0 means a 100% yield; for example, 0.34 means a 34% yield). (1) The reactants are [O:1]1[C:5]2[CH:6]=[CH:7][C:8]([CH:10]([CH2:17][C:18]3[O:22][N:21]=[C:20]([CH2:23][CH2:24][CH2:25][CH2:26][OH:27])[N:19]=3)[CH2:11][C:12]([O:14][CH2:15][CH3:16])=[O:13])=[CH:9][C:4]=2[O:3][CH2:2]1.[S:28](Cl)([C:31]1[CH:37]=[CH:36][C:34]([CH3:35])=[CH:33][CH:32]=1)(=[O:30])=[O:29].C(N(CC)CC)C.C(OCC)(=O)C. The catalyst is C(Cl)Cl.CN(C1C=CN=CC=1)C.CCCCCC. The product is [O:1]1[C:5]2[CH:6]=[CH:7][C:8]([CH:10]([CH2:17][C:18]3[O:22][N:21]=[C:20]([CH2:23][CH2:24][CH2:25][CH2:26][O:27][S:28]([C:31]4[CH:37]=[CH:36][C:34]([CH3:35])=[CH:33][CH:32]=4)(=[O:30])=[O:29])[N:19]=3)[CH2:11][C:12]([O:14][CH2:15][CH3:16])=[O:13])=[CH:9][C:4]=2[O:3][CH2:2]1. The yield is 0.720. (2) The reactants are Cl[C:2]1[CH:11]=[C:10]2[C:5]([CH:6]=[C:7]([C:13]3[CH:18]=[CH:17][CH:16]=[CH:15][C:14]=3[Cl:19])[N+:8]([O-:12])=[CH:9]2)=[CH:4][N:3]=1.[CH:20]1([C:23]([NH2:25])=[O:24])[CH2:22][CH2:21]1.C(=O)([O-])[O-].[Cs+].[Cs+]. The catalyst is O1CCOCC1.ClCCl.CO. The product is [Cl:19][C:14]1[CH:15]=[CH:16][CH:17]=[CH:18][C:13]=1[C:7]1[N+:8]([O-:12])=[CH:9][C:10]2[C:5]([CH:6]=1)=[CH:4][N:3]=[C:2]([NH:25][C:23]([CH:20]1[CH2:22][CH2:21]1)=[O:24])[CH:11]=2. The yield is 0.840. (3) The reactants are C([O-])(=O)C.[Na+].[CH:6]1([CH:9]=O)[CH2:8][CH2:7]1.C([BH3-])#N.[Na+].Cl.[CH2:16]([O:18][C:19]([C@@H:21]1[CH2:25][CH2:24][CH2:23][C@@H:22]1[NH2:26])=[O:20])[CH3:17].Cl. The catalyst is CO. The product is [CH2:16]([O:18][C:19]([C@@H:21]1[CH2:25][CH2:24][CH2:23][C@@H:22]1[NH:26][CH2:9][CH:6]1[CH2:7][CH2:8]1)=[O:20])[CH3:17]. The yield is 0.180. (4) The reactants are C([Li])CCC.[Cl:6][C:7]1[CH:12]=[CH:11][C:10]([S:13]([CH:16]([C:20]2[CH:25]=[C:24]([F:26])[CH:23]=[CH:22][C:21]=2[F:27])[CH2:17][CH2:18]O)(=[O:15])=[O:14])=[CH:9][CH:8]=1.CS(Cl)(=O)=O. The catalyst is C(OCC)(=O)C.CCCCCC.CCCCCC.O.O1CCCC1. The product is [Cl:6][C:7]1[CH:12]=[CH:11][C:10]([S:13]([C:16]2([C:20]3[CH:25]=[C:24]([F:26])[CH:23]=[CH:22][C:21]=3[F:27])[CH2:18][CH2:17]2)(=[O:15])=[O:14])=[CH:9][CH:8]=1. The yield is 0.570. (5) The reactants are [Cl:1][C:2]1[CH:21]=[C:20]([Cl:22])[CH:19]=[CH:18][C:3]=1[O:4][CH2:5][C:6]([NH:8][C:9]1[CH:10]=[C:11]([CH:15]=[CH:16][CH:17]=1)[C:12]([OH:14])=O)=[O:7].[NH2:23][CH2:24][C:25]1[CH:26]=[N:27][CH:28]=[CH:29][CH:30]=1.C(Cl)CCl.C1C=CC2N(O)N=NC=2C=1.CCN(C(C)C)C(C)C. The catalyst is CN(CC1C=C(CN(C)C)C(O)=C(CN(C)C)C=1)C. The product is [Cl:1][C:2]1[CH:21]=[C:20]([Cl:22])[CH:19]=[CH:18][C:3]=1[O:4][CH2:5][C:6]([NH:8][C:9]1[CH:10]=[C:11]([CH:15]=[CH:16][CH:17]=1)[C:12]([NH:23][CH2:24][C:25]1[CH:26]=[N:27][CH:28]=[CH:29][CH:30]=1)=[O:14])=[O:7]. The yield is 0.550. (6) The reactants are [CH2:1]([O:3][C:4](=[O:16])[C:5]1[CH:13]=[C:12]([CH2:14][OH:15])[CH:11]=[C:7]([C:8]([OH:10])=O)[CH:6]=1)[CH3:2].[CH3:17][NH:18][CH2:19][CH2:20][CH3:21].Cl.CN(C)CCCN=C=NCC.O.ON1C2C=CC=CC=2N=N1. The catalyst is ClCCl.CN(C=O)C. The product is [CH2:1]([O:3][C:4](=[O:16])[C:5]1[CH:13]=[C:12]([CH2:14][OH:15])[CH:11]=[C:7]([C:8]([N:18]([CH3:17])[CH2:19][CH2:20][CH3:21])=[O:10])[CH:6]=1)[CH3:2]. The yield is 0.610.